Predict the reactants needed to synthesize the given product. From a dataset of Retrosynthesis with 50K atom-mapped reactions and 10 reaction types from USPTO. Given the product C#CCOC(C(=O)Nc1ccccc1-c1ccc(O[Si](c2ccccc2)(c2ccccc2)C(C)(C)C)c(OC)c1)c1ccc(Cl)cc1, predict the reactants needed to synthesize it. The reactants are: C#CCOC(C(=O)O)c1ccc(Cl)cc1.COc1cc(-c2ccccc2N)ccc1O[Si](c1ccccc1)(c1ccccc1)C(C)(C)C.